From a dataset of Catalyst prediction with 721,799 reactions and 888 catalyst types from USPTO. Predict which catalyst facilitates the given reaction. Reactant: [CH3:1][S:2]([CH:5]=[CH2:6])(=[O:4])=[O:3].[CH3:7][NH2:8].[ClH:9]. Product: [ClH:9].[CH3:7][NH:8][CH2:6][CH2:5][S:2]([CH3:1])(=[O:4])=[O:3]. The catalyst class is: 8.